Dataset: Full USPTO retrosynthesis dataset with 1.9M reactions from patents (1976-2016). Task: Predict the reactants needed to synthesize the given product. Given the product [C:1]1([CH3:11])[CH:2]=[CH:3][C:4]([S:7]([OH:10])(=[O:8])=[O:9])=[CH:5][CH:6]=1.[NH2:12][C@@:13]([CH3:23])([CH2:17][CH:18]([CH2:21][CH3:22])[CH2:19][CH3:20])[C:14]([OH:16])=[O:15], predict the reactants needed to synthesize it. The reactants are: [C:1]1([CH3:11])[CH:6]=[CH:5][C:4]([S:7]([OH:10])(=[O:9])=[O:8])=[CH:3][CH:2]=1.[NH2:12][C@@:13]([CH3:23])([CH2:17][CH:18]([CH2:21][CH3:22])[CH2:19][CH3:20])[C:14]([OH:16])=[O:15].